This data is from Full USPTO retrosynthesis dataset with 1.9M reactions from patents (1976-2016). The task is: Predict the reactants needed to synthesize the given product. (1) Given the product [NH2:14][C:15]1[CH:16]=[CH:17][C:18]([F:31])=[C:19]([C@@:21]2([CH3:30])[NH:26][C:25](=[S:41])[CH2:24][O:23][C:22]2([CH3:29])[CH3:28])[CH:20]=1, predict the reactants needed to synthesize it. The reactants are: C(=[N:14][C:15]1[CH:16]=[CH:17][C:18]([F:31])=[C:19]([C@@:21]2([CH3:30])[NH:26][C:25](=O)[CH2:24][O:23][C:22]2([CH3:29])[CH3:28])[CH:20]=1)(C1C=CC=CC=1)C1C=CC=CC=1.COC1C=CC(P2(SP(C3C=CC(OC)=CC=3)(=S)S2)=[S:41])=CC=1.Cl.C(=O)([O-])O.[Na+]. (2) Given the product [C:1]([C:3]1[CH:4]=[CH:5][C:6]([F:12])=[C:7]([C:18]2[CH:19]=[CH:14][CH:15]=[C:16]([CH2:20][N:21]3[CH2:26][CH2:25][N:24]([C:27]([O:29][CH2:30][C:31]4[CH:36]=[CH:35][CH:34]=[CH:33][CH:32]=4)=[O:28])[C@@H:23]([CH3:37])[CH2:22]3)[CH:17]=2)[CH:8]=1)#[N:2], predict the reactants needed to synthesize it. The reactants are: [C:1]([C:3]1[CH:4]=[CH:5][C:6]([F:12])=[C:7](B(O)O)[CH:8]=1)#[N:2].Br[C:14]1[CH:15]=[C:16]([CH2:20][N:21]2[CH2:26][CH2:25][N:24]([C:27]([O:29][CH2:30][C:31]3[CH:36]=[CH:35][CH:34]=[CH:33][CH:32]=3)=[O:28])[C@@H:23]([CH3:37])[CH2:22]2)[CH:17]=[CH:18][CH:19]=1.C([O-])([O-])=O.[K+].[K+]. (3) Given the product [CH2:24]([C:7]1[CH:8]=[C:9]([CH2:10][C:11]#[N:12])[CH:13]=[CH:14][C:15]=1[O:16][CH3:17])[CH3:25], predict the reactants needed to synthesize it. The reactants are: CN(C)C=O.Br[C:7]1[CH:8]=[C:9]([CH:13]=[CH:14][C:15]=1[O:16][CH3:17])[CH2:10][C:11]#[N:12].C(=O)([O-])[O-].[K+].[K+].[CH2:24](B(CC)CC)[CH3:25]. (4) Given the product [CH2:1]([O:31][C:29](=[O:30])[CH2:28][C:23]1[C:24]([CH3:27])=[N:25][O:26][C:22]=1[C:19]1[CH:20]=[CH:21][C:16]([Br:15])=[CH:17][CH:18]=1)[C:2]1[CH:7]=[CH:6][CH:5]=[CH:4][CH:3]=1, predict the reactants needed to synthesize it. The reactants are: [CH2:1](Br)[C:2]1[CH:7]=[CH:6][CH:5]=[CH:4][CH:3]=1.C(=O)([O-])[O-].[Cs+].[Cs+].[Br:15][C:16]1[CH:21]=[CH:20][C:19]([C:22]2[O:26][N:25]=[C:24]([CH3:27])[C:23]=2[CH2:28][C:29]([OH:31])=[O:30])=[CH:18][CH:17]=1.